Dataset: hERG potassium channel inhibition data for cardiac toxicity prediction from Karim et al.. Task: Regression/Classification. Given a drug SMILES string, predict its toxicity properties. Task type varies by dataset: regression for continuous values (e.g., LD50, hERG inhibition percentage) or binary classification for toxic/non-toxic outcomes (e.g., AMES mutagenicity, cardiotoxicity, hepatotoxicity). Dataset: herg_karim. (1) The drug is CC(C)(C)NC(=O)n1nc(NCC(=O)NC2CN([C@H]3CC[C@H](c4ccc5c(c4)OCO5)CC3)C2)c2cc(C(F)(F)F)ccc21. The result is 1 (blocker). (2) The result is 1 (blocker). The drug is Fc1ccc2c(C3CCN(CCCOc4ccc(CCc5nc6ccccc6o5)cc4)CC3)noc2c1. (3) The drug is Fc1ccc(Cn2cc(NCCN3CCCCC3)nn2)cc1. The result is 0 (non-blocker).